From a dataset of HIV replication inhibition screening data with 41,000+ compounds from the AIDS Antiviral Screen. Binary Classification. Given a drug SMILES string, predict its activity (active/inactive) in a high-throughput screening assay against a specified biological target. The drug is COC(=O)CNC(=O)C(CSC(=O)OCC1c2ccccc2-c2ccccc21)NC(=O)CCC(NC(=O)OCC1c2ccccc2-c2ccccc21)C(=O)OC. The result is 0 (inactive).